From a dataset of Reaction yield outcomes from USPTO patents with 853,638 reactions. Predict the reaction yield, written as a fraction of the theoretical maximum amount of product (1.0 means a 100% yield; for example, 0.34 means a 34% yield). (1) The reactants are P(Cl)(Cl)(Cl)=O.[Br:6][C:7]1[N:8]([C:12]2[CH:19]=[CH:18][C:15]([C:16]#[N:17])=[CH:14][C:13]=2[CH3:20])[CH:9]=[CH:10][CH:11]=1.[C:21](=O)([O-])[O-:22].[Na+].[Na+]. The catalyst is CN(C=O)C. The product is [Br:6][C:7]1[N:8]([C:12]2[CH:19]=[CH:18][C:15]([C:16]#[N:17])=[CH:14][C:13]=2[CH3:20])[C:9]([CH:21]=[O:22])=[CH:10][CH:11]=1. The yield is 0.580. (2) The reactants are C([O:8][C:9]1[C:14]([CH2:15][N:16]2[CH2:25][CH2:24][C:23]3[C:18](=[C:19]([Cl:49])[C:20]([O:45][CH:46]([CH3:48])[CH3:47])=[CH:21][C:22]=3[C:26]3[CH:27]=[CH:28][C:29]([N:32]4[CH2:37][CH2:36][N:35](C(OC(C)(C)C)=O)[CH2:34][CH2:33]4)=[N:30][CH:31]=3)[C:17]2=[O:50])=[C:13]([CH3:51])[CH:12]=[C:11]([CH3:52])[N:10]=1)C1C=CC=CC=1. The catalyst is C(O)(C(F)(F)F)=O. The product is [Cl:49][C:19]1[C:20]([O:45][CH:46]([CH3:48])[CH3:47])=[CH:21][C:22]([C:26]2[CH:31]=[N:30][C:29]([N:32]3[CH2:37][CH2:36][NH:35][CH2:34][CH2:33]3)=[CH:28][CH:27]=2)=[C:23]2[C:18]=1[C:17](=[O:50])[N:16]([CH2:15][C:14]1[C:9](=[O:8])[NH:10][C:11]([CH3:52])=[CH:12][C:13]=1[CH3:51])[CH2:25][CH2:24]2. The yield is 0.150. (3) The reactants are C[O-].[Na+].[C:4]([O:12][CH3:13])(=[O:11])[CH2:5][CH2:6][C:7]([O:9]C)=[O:8].[CH2:14]([N:21]1[C:25]([CH:26]=O)=[CH:24][N:23]=[C:22]1[CH2:28][CH3:29])[C:15]1[CH:20]=[CH:19][CH:18]=[CH:17][CH:16]=1. The yield is 0.360. The catalyst is CO. The product is [CH2:14]([N:21]1[C:25](/[CH:26]=[C:5](/[C:4]([O:12][CH3:13])=[O:11])\[CH2:6][C:7]([OH:9])=[O:8])=[CH:24][N:23]=[C:22]1[CH2:28][CH3:29])[C:15]1[CH:16]=[CH:17][CH:18]=[CH:19][CH:20]=1.